From a dataset of Forward reaction prediction with 1.9M reactions from USPTO patents (1976-2016). Predict the product of the given reaction. (1) Given the reactants [NH2:1][C:2]1[CH:7]=[CH:6][C:5]([S:8][C:9]2[CH:24]=[CH:23][C:12]([C:13]([NH:15][C:16]3[CH:21]=[CH:20][C:19]([Br:22])=[CH:18][N:17]=3)=[O:14])=[CH:11][C:10]=2[N+:25]([O-:27])=[O:26])=[CH:4][CH:3]=1.N1C=CC=CC=1.Cl[C:35]([O:37][CH2:38][C:39]([Cl:42])([Cl:41])[Cl:40])=[O:36], predict the reaction product. The product is: [Cl:40][C:39]([Cl:42])([Cl:41])[CH2:38][O:37][C:35](=[O:36])[NH:1][C:2]1[CH:3]=[CH:4][C:5]([S:8][C:9]2[CH:24]=[CH:23][C:12]([C:13](=[O:14])[NH:15][C:16]3[CH:21]=[CH:20][C:19]([Br:22])=[CH:18][N:17]=3)=[CH:11][C:10]=2[N+:25]([O-:27])=[O:26])=[CH:6][CH:7]=1. (2) Given the reactants [CH2:1]([O:3][C:4]1[CH:5]=[C:6]([C:13]([O:21]C)(OC)[CH2:14][CH2:15][C:16]([O-:18])=O)[CH:7]=[CH:8][C:9]=1[O:10][CH2:11][CH3:12])[CH3:2].[K+].ClC1C=C(Cl)C=C(Cl)C=1C(Cl)=O.[CH2:36]([O:43][C:44]1[CH:49]=[C:48]([C:50]2[CH:55]=[CH:54][CH:53]=[CH:52][CH:51]=2)[N:47]=[C:46]([NH2:56])[CH:45]=1)[C:37]1[CH:42]=[CH:41][CH:40]=[CH:39][CH:38]=1.Cl, predict the reaction product. The product is: [CH2:1]([O:3][C:4]1[CH:5]=[C:6]([C:13](=[O:21])[CH2:14][CH2:15][C:16]([NH:56][C:46]2[CH:45]=[C:44]([O:43][CH2:36][C:37]3[CH:42]=[CH:41][CH:40]=[CH:39][CH:38]=3)[CH:49]=[C:48]([C:50]3[CH:55]=[CH:54][CH:53]=[CH:52][CH:51]=3)[N:47]=2)=[O:18])[CH:7]=[CH:8][C:9]=1[O:10][CH2:11][CH3:12])[CH3:2]. (3) The product is: [CH3:13][O:10][C:9](=[O:11])[CH2:8][C:3]1[CH:4]=[CH:5][CH:6]=[CH:7][C:2]=1[Br:1]. Given the reactants [Br:1][C:2]1[CH:7]=[CH:6][CH:5]=[CH:4][C:3]=1[CH2:8][C:9]([OH:11])=[O:10].Cl.[CH3:13]O, predict the reaction product. (4) Given the reactants O[Li].O.[CH3:4][CH:5]([C:7]1[CH:8]=[CH:9][C:10]([O:23][CH2:24][C:25]2[CH:30]=[CH:29][CH:28]=[CH:27][CH:26]=2)=[C:11]([CH:22]=1)[C:12]([O:14]CC1C=CC=CC=1)=[O:13])[CH3:6].C1COCC1.Cl, predict the reaction product. The product is: [CH3:6][CH:5]([C:7]1[CH:8]=[CH:9][C:10]([O:23][CH2:24][C:25]2[CH:26]=[CH:27][CH:28]=[CH:29][CH:30]=2)=[C:11]([CH:22]=1)[C:12]([OH:14])=[O:13])[CH3:4].